This data is from Reaction yield outcomes from USPTO patents with 853,638 reactions. The task is: Predict the reaction yield, written as a fraction of the theoretical maximum amount of product (1.0 means a 100% yield; for example, 0.34 means a 34% yield). (1) The reactants are CSC.B.[Cl:5][C:6]1[CH:7]=[C:8]([C:12]2[O:16][N:15]=[C:14]([C:17](=[O:19])[CH3:18])[CH:13]=2)[CH:9]=[CH:10][CH:11]=1.C1(C)C=CC=CC=1.B. The catalyst is CC1CCCO1.CO. The product is [Cl:5][C:6]1[CH:7]=[C:8]([C:12]2[O:16][N:15]=[C:14]([C@H:17]([OH:19])[CH3:18])[CH:13]=2)[CH:9]=[CH:10][CH:11]=1. The yield is 0.800. (2) The reactants are [CH:1]1([CH2:7][C@H:8]([NH:13]C(=O)OC(C)(C)C)[CH2:9][N:10]([CH3:12])[CH3:11])[CH2:6][CH2:5][CH2:4][CH2:3][CH2:2]1.O1CCOCC1.[ClH:27]. The catalyst is O. The product is [ClH:27].[ClH:27].[CH:1]1([CH2:7][C@H:8]([NH2:13])[CH2:9][N:10]([CH3:12])[CH3:11])[CH2:6][CH2:5][CH2:4][CH2:3][CH2:2]1. The yield is 1.00. (3) The yield is 0.840. The reactants are C([NH:9][C:10]1[S:11][CH2:12][C@@H:13]2[CH2:18][N:17]([C:19]3[N:24]=[CH:23][C:22]([F:25])=[CH:21][N:20]=3)[CH2:16][C@:14]2([C:26]2[CH:27]=[C:28]([NH:32][C:33]([C:35]3[CH:40]=[CH:39][C:38]([F:41])=[CH:37][N:36]=3)=[O:34])[CH:29]=[CH:30][CH:31]=2)[N:15]=1)(=O)C1C=CC=CC=1.Cl.CON.N1C=CC=CC=1. The product is [NH2:9][C:10]1[S:11][CH2:12][C@@H:13]2[CH2:18][N:17]([C:19]3[N:24]=[CH:23][C:22]([F:25])=[CH:21][N:20]=3)[CH2:16][C@:14]2([C:26]2[CH:27]=[C:28]([NH:32][C:33]([C:35]3[CH:40]=[CH:39][C:38]([F:41])=[CH:37][N:36]=3)=[O:34])[CH:29]=[CH:30][CH:31]=2)[N:15]=1. The catalyst is C(O)C.